This data is from Forward reaction prediction with 1.9M reactions from USPTO patents (1976-2016). The task is: Predict the product of the given reaction. (1) Given the reactants [Cl:1][C:2]1[CH:9]=[CH:8][CH:7]=[C:6]([O:10][CH:11]([F:13])[F:12])[C:3]=1[CH:4]=[O:5].[BH4-].[Na+].O, predict the reaction product. The product is: [Cl:1][C:2]1[CH:9]=[CH:8][CH:7]=[C:6]([O:10][CH:11]([F:13])[F:12])[C:3]=1[CH2:4][OH:5]. (2) Given the reactants [S-:1][C:2]#[N:3].[Na+].[F:5][C:6]1[CH:11]=[CH:10][C:9]([CH2:12][C:13](Cl)=[O:14])=[CH:8][CH:7]=1.[F:16][C:17]1[CH:18]=[C:19]([NH2:36])[CH:20]=[CH:21][C:22]=1[O:23][CH:24]1[C:29]2=[C:30]([CH:33]([CH3:35])[CH3:34])[CH:31]=[CH:32][N:28]2[N:27]=[CH:26][NH:25]1.C1COCC1.ClCCl, predict the reaction product. The product is: [F:16][C:17]1[CH:18]=[C:19]([NH:36][C:2]([NH:3][C:13](=[O:14])[CH2:12][C:9]2[CH:10]=[CH:11][C:6]([F:5])=[CH:7][CH:8]=2)=[S:1])[CH:20]=[CH:21][C:22]=1[O:23][CH:24]1[C:29]2=[C:30]([CH:33]([CH3:34])[CH3:35])[CH:31]=[CH:32][N:28]2[N:27]=[CH:26][NH:25]1. (3) Given the reactants [C:1]([OH:5])(=[O:4])[CH:2]=O.[C:6]([O:10][C:11]([NH:13][C:14]1[CH:19]=[CH:18][C:17](B(O)O)=[CH:16][CH:15]=1)=[O:12])([CH3:9])([CH3:8])[CH3:7], predict the reaction product. The product is: [C:6]([O:10][C:11]([NH:13][C:14]1[CH:19]=[CH:18][C:17]([CH:2]([N:13]([CH:14]([CH3:19])[CH3:15])[CH3:11])[C:1]([OH:5])=[O:4])=[CH:16][CH:15]=1)=[O:12])([CH3:9])([CH3:8])[CH3:7].